This data is from Peptide-MHC class II binding affinity with 134,281 pairs from IEDB. The task is: Regression. Given a peptide amino acid sequence and an MHC pseudo amino acid sequence, predict their binding affinity value. This is MHC class II binding data. (1) The peptide sequence is VSAIVGAAASVFVCL. The MHC is HLA-DQA10501-DQB10301 with pseudo-sequence HLA-DQA10501-DQB10301. The binding affinity (normalized) is 0.628. (2) The peptide sequence is NQFCIKVLNPYMPTVIE. The MHC is DRB1_0802 with pseudo-sequence DRB1_0802. The binding affinity (normalized) is 0.105. (3) The peptide sequence is AAATAGTTVYVAFAA. The MHC is HLA-DPA10103-DPB10601 with pseudo-sequence HLA-DPA10103-DPB10601. The binding affinity (normalized) is 0.200. (4) The peptide sequence is YEYKVQQAMSNLVLG. The MHC is DRB1_0101 with pseudo-sequence DRB1_0101. The binding affinity (normalized) is 0.947. (5) The peptide sequence is LRLSALRGLFSAVIE. The MHC is DRB1_1302 with pseudo-sequence DRB1_1302. The binding affinity (normalized) is 0.396. (6) The peptide sequence is FSLECIMDVGEIQNK. The MHC is DRB1_1501 with pseudo-sequence DRB1_1501. The binding affinity (normalized) is 0.111. (7) The peptide sequence is GELQIVDKVDAAFKI. The MHC is DRB3_0101 with pseudo-sequence DRB3_0101. The binding affinity (normalized) is 0.661.